Dataset: Peptide-MHC class I binding affinity with 185,985 pairs from IEDB/IMGT. Task: Regression. Given a peptide amino acid sequence and an MHC pseudo amino acid sequence, predict their binding affinity value. This is MHC class I binding data. The peptide sequence is PVLEKKVCAI. The MHC is HLA-A02:03 with pseudo-sequence HLA-A02:03. The binding affinity (normalized) is 0.345.